Dataset: Full USPTO retrosynthesis dataset with 1.9M reactions from patents (1976-2016). Task: Predict the reactants needed to synthesize the given product. (1) Given the product [Cl:31][C:32]1[CH:40]=[CH:39][C:38]([F:41])=[CH:37][C:33]=1[C:34]([NH:1][C:2]1[CH:7]=[CH:6][CH:5]=[C:4]([C:8]2[C:16]([C:17]3[CH:22]=[CH:21][N:20]=[C:19]([NH:23][C:24]4[CH:29]=[CH:28][CH:27]=[C:26]([F:30])[CH:25]=4)[N:18]=3)=[C:11]3[CH:12]=[CH:13][CH:14]=[CH:15][N:10]3[N:9]=2)[CH:3]=1)=[O:35], predict the reactants needed to synthesize it. The reactants are: [NH2:1][C:2]1[CH:3]=[C:4]([C:8]2[C:16]([C:17]3[CH:22]=[CH:21][N:20]=[C:19]([NH:23][C:24]4[CH:29]=[CH:28][CH:27]=[C:26]([F:30])[CH:25]=4)[N:18]=3)=[C:11]3[CH:12]=[CH:13][CH:14]=[CH:15][N:10]3[N:9]=2)[CH:5]=[CH:6][CH:7]=1.[Cl:31][C:32]1[CH:40]=[CH:39][C:38]([F:41])=[CH:37][C:33]=1[C:34](Cl)=[O:35].C(O)C(N)(CO)CO.CCN(CC)CC. (2) Given the product [C:30]([O:29][CH2:26][N:5]1[C:4](=[O:20])[C:3]2=[CH:21][CH:22]=[CH:23][CH:24]=[C:2]2[C:1]1=[O:25])(=[O:32])[CH3:31], predict the reactants needed to synthesize it. The reactants are: [C:1]1(=[O:25])[N:5](COC[N:5]2[C:1](=[O:25])[C:2]3=[CH:24][CH:23]=[CH:22][CH:21]=[C:3]3[C:4]2=[O:20])[C:4](=[O:20])[C:3]2=[CH:21][CH:22]=[CH:23][CH:24]=[C:2]12.[C:26]([O:29][C:30](=[O:32])[CH3:31])(=O)C. (3) Given the product [Cl:1][C:2]1[N:3]=[C:4]([C:9]([NH:11][C:12]2[CH:33]=[CH:32][C:15]3[N:16]([CH2:20][C:21]4[CH:31]=[CH:30][CH:29]=[CH:28][C:22]=4[C:23]([OH:25])=[O:24])[CH2:17][CH2:18][O:19][C:14]=3[CH:13]=2)=[O:10])[NH:5][C:6]=1[CH2:7][CH3:8], predict the reactants needed to synthesize it. The reactants are: [Cl:1][C:2]1[N:3]=[C:4]([C:9]([NH:11][C:12]2[CH:33]=[CH:32][C:15]3[N:16]([CH2:20][C:21]4[CH:31]=[CH:30][CH:29]=[CH:28][C:22]=4[C:23]([O:25]CC)=[O:24])[CH2:17][CH2:18][O:19][C:14]=3[CH:13]=2)=[O:10])[NH:5][C:6]=1[CH2:7][CH3:8].[OH-].[Li+].CO. (4) Given the product [Cl:18][C:11]1[CH:10]=[C:9](/[CH:8]=[C:4]2/[C:5](=[O:7])[N:6]3[CH:20]=[C:21]([C:23]4[CH:32]=[CH:31][C:26]5[O:27][CH2:28][CH2:29][O:30][C:25]=5[CH:24]=4)[N:1]=[C:2]3[S:3]/2)[CH:14]=[C:13]([O:15][CH3:16])[C:12]=1[OH:17], predict the reactants needed to synthesize it. The reactants are: [NH2:1][C:2]1[S:3]/[C:4](=[CH:8]\[C:9]2[CH:14]=[C:13]([O:15][CH3:16])[C:12]([OH:17])=[C:11]([Cl:18])[CH:10]=2)/[C:5](=[O:7])[N:6]=1.Br[CH2:20][C:21]([C:23]1[CH:32]=[CH:31][C:26]2[O:27][CH2:28][CH2:29][O:30][C:25]=2[CH:24]=1)=O.